Dataset: Full USPTO retrosynthesis dataset with 1.9M reactions from patents (1976-2016). Task: Predict the reactants needed to synthesize the given product. (1) Given the product [CH2:29]([O:31][P:32]([CH:37]=[CH:2][CH:3]1[CH:7]2[CH:6]([O:10][C:9]([CH3:11])([CH3:12])[O:8]2)[CH:5]([N:13]2[CH:21]=[N:20][C:19]3[C:18](=[O:22])[NH:17][C:16]([NH:23][C:24](=[O:28])[CH:25]([CH3:26])[CH3:27])=[N:15][C:14]2=3)[O:4]1)(=[O:33])[O:34][CH2:35][CH3:36])[CH3:30], predict the reactants needed to synthesize it. The reactants are: O[CH2:2][CH:3]1[CH:7]2[O:8][C:9]([CH3:12])([CH3:11])[O:10][CH:6]2[CH:5]([N:13]2[CH:21]=[N:20][C:19]3[C:18](=[O:22])[NH:17][C:16]([NH:23][C:24](=[O:28])[CH:25]([CH3:27])[CH3:26])=[N:15][C:14]2=3)[O:4]1.[CH2:29]([O:31][P:32]([CH:37]=CC1C(OC(=O)C2C=CC=CC=2)C(OC)C(N2C=NC3C(=O)NC(NC(=O)C(C)C)=NC2=3)O1)([O:34][CH2:35][CH3:36])=[O:33])[CH3:30]. (2) Given the product [C:3]([CH:2]([C:1]#[N:5])[C:13]([CH3:19])([CH3:18])[C:14]([O:16][CH3:17])=[O:15])#[N:4], predict the reactants needed to synthesize it. The reactants are: [C:1](#[N:5])[CH2:2][C:3]#[N:4].CC(C)([O-])C.[K+].Br[C:13]([CH3:19])([CH3:18])[C:14]([O:16][CH3:17])=[O:15]. (3) Given the product [F:25][CH:23]([F:24])[N:22]1[N:21]=[CH:20][C:19]2[NH:26][C:27](=[O:32])[C@H:28]([CH3:29])[CH:31]=[CH:10][CH2:9][C@H:8]([NH:7][C:6](=[O:33])[O:5][C:1]([CH3:3])([CH3:4])[CH3:2])[C:12]3[CH:17]=[C:16]([CH:15]=[N:14][CH:13]=3)[C:18]1=2, predict the reactants needed to synthesize it. The reactants are: [C:1]([O:5][C:6](=[O:33])[NH:7][C@H:8]([C:12]1[CH:13]=[N:14][CH:15]=[C:16]([C:18]2[N:22]([CH:23]([F:25])[F:24])[N:21]=[CH:20][C:19]=2[NH:26][C:27](=[O:32])[C@H:28]([CH3:31])[CH:29]=C)[CH:17]=1)[CH2:9][CH:10]=C)([CH3:4])([CH3:3])[CH3:2].CC1C=CC(S(O)(=O)=O)=CC=1. (4) Given the product [CH2:1]([C:5]1[CH:10]=[CH:9][C:8]([N:11]=[N:12][C:13]2[CH:14]=[CH:15][C:16]([O:19][CH3:20])=[CH:17][CH:18]=2)=[CH:7][CH:6]=1)[CH2:2][CH2:3][CH3:4], predict the reactants needed to synthesize it. The reactants are: [CH2:1]([C:5]1[CH:10]=[CH:9][C:8]([N:11]=[N:12][C:13]2[CH:18]=[CH:17][C:16]([OH:19])=[CH:15][CH:14]=2)=[CH:7][CH:6]=1)[CH2:2][CH2:3][CH3:4].[C:20](=O)([O-])[O-].[K+].[K+]. (5) Given the product [OH:27][C:28]1[CH:33]=[C:32]([O:34][CH3:35])[CH:31]=[CH:30][C:29]=1[C:36]1([CH2:5][OH:16])[C:44]2[C:39](=[CH:40][CH:41]=[CH:42][CH:43]=2)[N:38]([CH2:45][CH2:46][CH2:47][CH2:48][CH3:49])[C:37]1=[O:50], predict the reactants needed to synthesize it. The reactants are: BrC1C=CC=C2C=1C(C1C(O)=CC3OCOC=3C=1)[C:5](=[O:16])N2CCCCC.[OH:27][C:28]1[CH:33]=[C:32]([O:34][CH3:35])[CH:31]=[CH:30][C:29]=1[CH:36]1[C:44]2[C:39](=[CH:40][CH:41]=[CH:42][CH:43]=2)[N:38]([CH2:45][CH2:46][CH2:47][CH2:48][CH3:49])[C:37]1=[O:50]. (6) Given the product [OH:2][C:3]1[CH:4]=[C:5]2[C:9](=[CH:10][CH:11]=1)[CH2:8][NH:7][CH2:6]2, predict the reactants needed to synthesize it. The reactants are: C[O:2][C:3]1[CH:4]=[C:5]2[C:9](=[CH:10][CH:11]=1)[CH:8](S(C1C=CC=CC=1C)(=O)=O)[NH:7][CH2:6]2.Br.C1(O)C=CC=CC=1.C(O)(=O)CC. (7) Given the product [C:1]([CH2:3][N:4]1[C:12]2[CH:11]=[CH:10][CH:9]=[CH:8][C:7]=2[C:6]2[N:13]=[C:14]([S:24][CH2:25][C:26]([NH:66][CH:60]3[CH2:65][CH2:64][CH2:63][CH2:62][CH2:61]3)=[O:28])[N:15]([C:18]3[CH:23]=[CH:22][CH:21]=[CH:20][CH:19]=3)[C:16](=[O:17])[C:5]1=2)#[N:2], predict the reactants needed to synthesize it. The reactants are: [C:1]([CH2:3][N:4]1[C:12]2[CH:11]=[CH:10][CH:9]=[CH:8][C:7]=2[C:6]2[N:13]=[C:14]([S:24][CH2:25][C:26]([OH:28])=O)[N:15]([C:18]3[CH:23]=[CH:22][CH:21]=[CH:20][CH:19]=3)[C:16](=[O:17])[C:5]1=2)#[N:2].CN(C(ON1N=NC2C=CC=NC1=2)=[N+](C)C)C.F[P-](F)(F)(F)(F)F.C(N(CC)CC)C.[CH:60]1([NH2:66])[CH2:65][CH2:64][CH2:63][CH2:62][CH2:61]1.